Dataset: Forward reaction prediction with 1.9M reactions from USPTO patents (1976-2016). Task: Predict the product of the given reaction. (1) The product is: [CH:43]1[C:44]2[C:48]3[CH:49]=[CH:50][CH:51]=[CH:52][C:47]=3[S:46][C:45]=2[C:40]([C:36]2[CH:35]=[C:34]([C:30]3[CH:31]=[CH:32][CH:33]=[C:28]([N:12]4[C:13]5[CH:1]=[CH:2][C:3]([N:14]6[C:22]7[C:17](=[CH:18][CH:19]=[CH:20][CH:21]=7)[C:16]7[CH:23]=[CH:24][CH:25]=[N:26][C:15]6=7)=[CH:4][C:5]=5[C:6]5[C:11]4=[CH:10][CH:9]=[CH:8][CH:7]=5)[CH:29]=3)[CH:39]=[CH:38][CH:37]=2)=[CH:41][CH:42]=1. Given the reactants [CH:1]1[C:13]2[NH:12][C:11]3[C:6](=[CH:7][CH:8]=[CH:9][CH:10]=3)[C:5]=2[CH:4]=[C:3]([N:14]2[C:22]3[C:17](=[CH:18][CH:19]=[CH:20][CH:21]=3)[C:16]3[CH:23]=[CH:24][CH:25]=[N:26][C:15]2=3)[CH:2]=1.Br[C:28]1[CH:29]=[C:30]([C:34]2[CH:39]=[CH:38][CH:37]=[C:36]([C:40]3[C:45]4[S:46][C:47]5[CH:52]=[CH:51][CH:50]=[CH:49][C:48]=5[C:44]=4[CH:43]=[CH:42][CH:41]=3)[CH:35]=2)[CH:31]=[CH:32][CH:33]=1.CC(C)([O-])C.[Na+], predict the reaction product. (2) Given the reactants [CH3:1][CH:2]([OH:4])[CH3:3].[H-].[Na+].[F:7][C:8]([F:36])([F:35])[C:9]1[CH:10]=[C:11]([CH:32]=[CH:33][CH:34]=1)[CH2:12][NH:13][C:14](=[O:31])[C:15]1[CH:20]=[CH:19][N:18]=[C:17]([C:21]2[CH:26]=[C:25](F)[CH:24]=[CH:23][C:22]=2[N+:28]([O-:30])=[O:29])[CH:16]=1, predict the reaction product. The product is: [F:7][C:8]([F:36])([F:35])[C:9]1[CH:10]=[C:11]([CH:32]=[CH:33][CH:34]=1)[CH2:12][NH:13][C:14](=[O:31])[C:15]1[CH:20]=[CH:19][N:18]=[C:17]([C:21]2[CH:26]=[C:25]([O:4][CH:2]([CH3:3])[CH3:1])[CH:24]=[CH:23][C:22]=2[N+:28]([O-:30])=[O:29])[CH:16]=1. (3) Given the reactants [N+:1]([C:4]1[CH:5]=[C:6]([C:11]2[O:12][C:13]3[CH:19]=[CH:18][C:17]([Cl:20])=[CH:16][C:14]=3[N:15]=2)[C:7](F)=[CH:8][CH:9]=1)([O-:3])=[O:2].[CH2:21]([NH2:24])[CH2:22][CH3:23], predict the reaction product. The product is: [N+:1]([C:4]1[CH:5]=[C:6]([C:11]2[O:12][C:13]3[CH:19]=[CH:18][C:17]([Cl:20])=[CH:16][C:14]=3[N:15]=2)[C:7]([NH:24][CH2:21][CH2:22][CH3:23])=[CH:8][CH:9]=1)([O-:3])=[O:2]. (4) Given the reactants [Br:1][C:2]1[C:3]([F:10])=[C:4]([CH:6]=[CH:7][C:8]=1[F:9])[NH2:5].[O-]S([O-])(=O)=O.[Na+].[Na+].Cl[C:19](Cl)(Cl)[CH:20]([OH:22])O.Cl.[NH2:26][OH:27].S(=O)(=O)(O)O, predict the reaction product. The product is: [Br:1][C:2]1[C:3]([F:10])=[C:4]([NH:5][C:20](=[O:22])[CH:19]=[N:26][OH:27])[CH:6]=[CH:7][C:8]=1[F:9]. (5) The product is: [F:39][CH:37]([F:38])[CH2:36][C@:22]1([C:20]([N:14]2[CH2:15][C@@H:16]3[CH2:19][C@H:13]2[CH2:18][N:17]3[C:2]2[N:7]=[C:6]([C:8]([F:11])([F:10])[F:9])[CH:5]=[CH:4][N:3]=2)=[O:21])[CH2:26][CH2:25][C@@H:24]([NH:27][C@@H:28]2[C@H:33]([O:34][CH3:35])[CH2:32][O:31][CH2:30][CH2:29]2)[CH2:23]1. Given the reactants Cl[C:2]1[N:7]=[C:6]([C:8]([F:11])([F:10])[F:9])[CH:5]=[CH:4][N:3]=1.Cl.[C@H:13]12[CH2:19][C@H:16]([NH:17][CH2:18]1)[CH2:15][N:14]2[C:20]([C@@:22]1([CH2:36][CH:37]([F:39])[F:38])[CH2:26][CH2:25][C@@H:24]([NH:27][C@@H:28]2[C@H:33]([O:34][CH3:35])[CH2:32][O:31][CH2:30][CH2:29]2)[CH2:23]1)=[O:21].C(N(CC)CC)C, predict the reaction product.